This data is from Forward reaction prediction with 1.9M reactions from USPTO patents (1976-2016). The task is: Predict the product of the given reaction. (1) Given the reactants [CH2:1]([O:3][C:4]1[C:9]([O:10][CH3:11])=[CH:8][CH:7]=[C:6](I)[N:5]=1)[CH3:2].[Cu](C#N)[C:14]#[N:15], predict the reaction product. The product is: [CH2:1]([O:3][C:4]1[N:5]=[C:6]([C:14]#[N:15])[CH:7]=[CH:8][C:9]=1[O:10][CH3:11])[CH3:2]. (2) Given the reactants [Cl:1][C:2]1[CH:3]=[C:4]([C:8]2[C:12]([NH:13][C:14]([C:16]3[CH:17]=[N:18][N:19]4[CH:24]=[CH:23][CH:22]=[N:21][C:20]=34)=[O:15])=[CH:11][NH:10][N:9]=2)[CH:5]=[CH:6][CH:7]=1.[CH3:25][C:26]1([O:29][CH2:28]1)[CH3:27].C(=O)([O-])[O-].[Cs+].[Cs+], predict the reaction product. The product is: [Cl:1][C:2]1[CH:3]=[C:4]([C:8]2[C:12]([NH:13][C:14]([C:16]3[CH:17]=[N:18][N:19]4[CH:24]=[CH:23][CH:22]=[N:21][C:20]=34)=[O:15])=[CH:11][N:10]([CH2:25][C:26]([OH:29])([CH3:28])[CH3:27])[N:9]=2)[CH:5]=[CH:6][CH:7]=1. (3) The product is: [C:26]([O:21][C:18]1[CH:17]=[CH:16][C:15]([C:5]2[N:6]=[C:7]([CH2:8][C:9]3[CH:10]=[CH:11][CH:12]=[CH:13][CH:14]=3)[C:2]([NH:1][C:30](=[O:33])[CH3:22])=[N:3][CH:4]=2)=[CH:20][CH:19]=1)(=[O:28])[CH3:27]. Given the reactants [NH2:1][C:2]1[C:7]([CH2:8][C:9]2[CH:14]=[CH:13][CH:12]=[CH:11][CH:10]=2)=[N:6][C:5]([C:15]2[CH:20]=[CH:19][C:18]([OH:21])=[CH:17][CH:16]=2)=[CH:4][N:3]=1.[CH:22](Cl)(Cl)Cl.[C:26](Cl)(=[O:28])[CH3:27].[C:30](=[O:33])(O)[O-].[Na+], predict the reaction product. (4) Given the reactants CCN(C(C)C)C(C)C.Cl[C:11]1[N:16]=[C:15]([O:17][CH2:18][CH2:19][CH3:20])[C:14]([C:21]([NH:23][CH:24]2[CH:31]3[CH2:32][CH:27]4[CH2:28][C:29]([OH:34])([CH2:33][CH:25]2[CH2:26]4)[CH2:30]3)=[O:22])=[CH:13][N:12]=1.CC1C=CC(S(O)(=O)=O)=CC=1.[O:46]1[CH2:50][CH2:49][C@@H:48]([NH2:51])[CH2:47]1, predict the reaction product. The product is: [OH:34][C:29]12[CH2:33][CH:25]3[CH2:26][CH:27]([CH2:32][CH:31]([CH:24]3[NH:23][C:21]([C:14]3[C:15]([O:17][CH2:18][CH2:19][CH3:20])=[N:16][C:11]([NH:51][C@@H:48]4[CH2:49][CH2:50][O:46][CH2:47]4)=[N:12][CH:13]=3)=[O:22])[CH2:30]1)[CH2:28]2.